From a dataset of Full USPTO retrosynthesis dataset with 1.9M reactions from patents (1976-2016). Predict the reactants needed to synthesize the given product. (1) Given the product [CH3:30][C:29]1[C:24]([N:21]2[CH2:22][CH2:23][N:18]([C:16]([C:13]3[CH:14]=[CH:15][C:10]([N:7]4[C@H:3]([CH2:2][OH:1])[CH2:4][CH2:5][C:6]4=[O:8])=[CH:11][C:12]=3[F:32])=[O:17])[CH2:19][CH2:20]2)=[N:25][CH:26]=[C:27]([CH3:31])[CH:28]=1, predict the reactants needed to synthesize it. The reactants are: [OH:1][CH2:2][C@H:3]1[NH:7][C:6](=[O:8])[CH2:5][CH2:4]1.Br[C:10]1[CH:15]=[CH:14][C:13]([C:16]([N:18]2[CH2:23][CH2:22][N:21]([C:24]3[C:29]([CH3:30])=[CH:28][C:27]([CH3:31])=[CH:26][N:25]=3)[CH2:20][CH2:19]2)=[O:17])=[C:12]([F:32])[CH:11]=1. (2) Given the product [Cl:1][C:2]1[N:3]=[C:4]([N:19]2[CH2:20][CH2:21][O:22][CH2:23][CH2:24]2)[C:5]2[N:11]=[C:10]([CH2:12][CH:13]3[CH2:18][CH2:17][N:16]([C:25](=[O:27])[CH3:26])[CH2:15][CH2:14]3)[CH:9]=[CH:8][C:6]=2[N:7]=1, predict the reactants needed to synthesize it. The reactants are: [Cl:1][C:2]1[N:3]=[C:4]([N:19]2[CH2:24][CH2:23][O:22][CH2:21][CH2:20]2)[C:5]2[N:11]=[C:10]([CH2:12][CH:13]3[CH2:18][CH2:17][NH:16][CH2:15][CH2:14]3)[CH:9]=[CH:8][C:6]=2[N:7]=1.[C:25](O)(=[O:27])[CH3:26].ON1C2C=CC=CC=2N=N1.Cl.CN(C)CCCN=C=NCC.CCN(C(C)C)C(C)C.